Predict the product of the given reaction. From a dataset of Forward reaction prediction with 1.9M reactions from USPTO patents (1976-2016). Given the reactants C([O:4][CH2:5][C@@:6]1([CH3:28])[O:10][C@@H:9]([N:11]2[CH:19]=[C:17]([CH3:18])[C:15](=S)[NH:14][C:12]2=[O:13])[C@H:8]([O:20]C(=O)C)[C@@H:7]1[O:24]C(=O)C)(=O)C.[NH3:29], predict the reaction product. The product is: [CH3:28][C@:6]1([CH2:5][OH:4])[O:10][C@@H:9]([N:11]2[CH:19]=[C:17]([CH3:18])[C:15]([NH2:29])=[N:14][C:12]2=[O:13])[C@H:8]([OH:20])[C@@H:7]1[OH:24].